This data is from Full USPTO retrosynthesis dataset with 1.9M reactions from patents (1976-2016). The task is: Predict the reactants needed to synthesize the given product. (1) Given the product [CH2:15]([N:17]([C@@H:25]1[CH2:29][CH2:28][N:27]([C:8]2[CH:13]=[CH:12][C:11]([I:14])=[CH:10][N:9]=2)[CH2:26]1)[C:18](=[O:24])[O:19][C:20]([CH3:23])([CH3:21])[CH3:22])[CH3:16], predict the reactants needed to synthesize it. The reactants are: C(=O)([O-])[O-].[K+].[K+].F[C:8]1[CH:13]=[CH:12][C:11]([I:14])=[CH:10][N:9]=1.[CH2:15]([N:17]([C@@H:25]1[CH2:29][CH2:28][NH:27][CH2:26]1)[C:18](=[O:24])[O:19][C:20]([CH3:23])([CH3:22])[CH3:21])[CH3:16]. (2) Given the product [NH2:53][C:52]1[C:46]2[C:47](=[N:48][CH:49]=[C:44]([C:41]3[CH:40]=[CH:39][C:38]([CH2:37][NH:36][C:2]4[C:3]([C:12]([NH:14][C:15]5[CH:20]=[CH:19][C:18]([F:21])=[CH:17][CH:16]=5)=[O:13])=[N:4][C:5]([C:8]([F:11])([F:10])[F:9])=[CH:6][N:7]=4)=[CH:43][CH:42]=3)[CH:45]=2)[NH:50][N:51]=1, predict the reactants needed to synthesize it. The reactants are: F[C:2]1[C:3]([C:12]([NH:14][C:15]2[CH:20]=[CH:19][C:18]([F:21])=[CH:17][CH:16]=2)=[O:13])=[N:4][C:5]([C:8]([F:11])([F:10])[F:9])=[CH:6][N:7]=1.OC(C(F)(F)F)=O.OC(C(F)(F)F)=O.[NH2:36][CH2:37][C:38]1[CH:43]=[CH:42][C:41]([C:44]2[CH:45]=[C:46]3[C:52]([NH2:53])=[N:51][NH:50][C:47]3=[N:48][CH:49]=2)=[CH:40][CH:39]=1.C(N(CC)CC)C. (3) Given the product [CH3:39][C:36]1[CH:35]=[C:34]([C:30]2[CH:29]=[C:28]([C:26]3[CH2:25][C:24](=[O:40])[NH:23][C:9]4[CH:10]=[C:11]([C:19]([F:20])([F:21])[F:22])[C:12]([N:14]([CH3:18])[CH2:15][CH2:16][CH3:17])=[CH:13][C:8]=4[N:7]=3)[CH:33]=[CH:32][CH:31]=2)[O:38][N:37]=1, predict the reactants needed to synthesize it. The reactants are: C(OC(=O)[NH:7][C:8]1[CH:13]=[C:12]([N:14]([CH3:18])[CH2:15][CH2:16][CH3:17])[C:11]([C:19]([F:22])([F:21])[F:20])=[CH:10][C:9]=1[NH:23][C:24](=[O:40])[CH2:25][C:26]([C:28]1[CH:33]=[CH:32][CH:31]=[C:30]([C:34]2[O:38][N:37]=[C:36]([CH3:39])[CH:35]=2)[CH:29]=1)=O)(C)(C)C.C(O)(C(F)(F)F)=O.